Task: Predict the product of the given reaction.. Dataset: Forward reaction prediction with 1.9M reactions from USPTO patents (1976-2016) (1) Given the reactants [F:1][C:2]1[CH:3]=[C:4]2[C:10]([C:11]#[N:12])=[N:9][N:8]([CH2:13][C:14]3[CH:19]=[CH:18][CH:17]=[CH:16][C:15]=3[F:20])[C:5]2=[N:6][CH:7]=1.C(O)C.C[O-].[Na+].[Cl-:27].[NH4+:28], predict the reaction product. The product is: [ClH:27].[F:1][C:2]1[CH:3]=[C:4]2[C:10]([C:11](=[NH:28])[NH2:12])=[N:9][N:8]([CH2:13][C:14]3[CH:19]=[CH:18][CH:17]=[CH:16][C:15]=3[F:20])[C:5]2=[N:6][CH:7]=1. (2) Given the reactants [CH3:1][O:2][CH:3]([O:22][CH3:23])[C:4]1[CH:9]=[CH:8][C:7]([O:10][CH2:11][CH2:12][N:13]2[CH2:18][CH2:17][O:16][CH2:15][CH2:14]2)=[C:6]([N+:19]([O-])=O)[CH:5]=1, predict the reaction product. The product is: [CH3:23][O:22][CH:3]([O:2][CH3:1])[C:4]1[CH:9]=[CH:8][C:7]([O:10][CH2:11][CH2:12][N:13]2[CH2:18][CH2:17][O:16][CH2:15][CH2:14]2)=[C:6]([NH2:19])[CH:5]=1. (3) Given the reactants [CH3:1][N:2]([CH3:40])[C:3](=[O:39])[O:4][C:5]1[CH:10]=[CH:9][CH:8]=[C:7]([NH:11][C:12]([C:14]2([CH2:30][O:31]CC3C=CC=CC=3)[CH2:19][CH2:18][N:17]([C:20]3[C:21]4[C:28]([CH3:29])=[CH:27][NH:26][C:22]=4[N:23]=[CH:24][N:25]=3)[CH2:16][CH2:15]2)=[O:13])[CH:6]=1, predict the reaction product. The product is: [CH3:40][N:2]([CH3:1])[C:3](=[O:39])[O:4][C:5]1[CH:10]=[CH:9][CH:8]=[C:7]([NH:11][C:12]([C:14]2([CH2:30][OH:31])[CH2:15][CH2:16][N:17]([C:20]3[C:21]4[C:28]([CH3:29])=[CH:27][NH:26][C:22]=4[N:23]=[CH:24][N:25]=3)[CH2:18][CH2:19]2)=[O:13])[CH:6]=1. (4) Given the reactants C(OC([N:8]1[C:13]2([C:16]([OH:18])=[O:17])[CH2:14][CH2:15][CH:9]1[CH2:10][O:11][CH2:12]2)=O)(C)(C)C.C(O)(C(F)(F)F)=O, predict the reaction product. The product is: [CH:9]12[NH:8][C:13]([C:16]([OH:18])=[O:17])([CH2:14][CH2:15]1)[CH2:12][O:11][CH2:10]2.